This data is from Catalyst prediction with 721,799 reactions and 888 catalyst types from USPTO. The task is: Predict which catalyst facilitates the given reaction. (1) Reactant: [CH:1]12[NH:8][CH:5]([CH2:6][CH2:7]1)[CH2:4][CH:3]([N:9]1[CH2:14][CH2:13][N:12]([C:15]([O:17][C:18]([CH3:21])([CH3:20])[CH3:19])=[O:16])[CH2:11][CH2:10]1)[CH2:2]2.[CH3:22][C:23]([CH3:25])=O.[BH3-]C#N.[Na+].Cl. Product: [CH:23]([N:8]1[CH:1]2[CH2:7][CH2:6][CH:5]1[CH2:4][CH:3]([N:9]1[CH2:10][CH2:11][N:12]([C:15]([O:17][C:18]([CH3:21])([CH3:20])[CH3:19])=[O:16])[CH2:13][CH2:14]1)[CH2:2]2)([CH3:25])[CH3:22]. The catalyst class is: 5. (2) Reactant: [Li+].[OH-].C[O:4][C:5](=[O:23])[C:6]1[CH:11]=[C:10]([CH3:12])[CH:9]=[CH:8][C:7]=1[S:13][C:14]1[C:15]2[CH:22]=[CH:21][CH:20]=[CH:19][C:16]=2[S:17][CH:18]=1.C1COCC1.O.O. Product: [S:17]1[CH:18]=[C:14]([S:13][C:7]2[CH:8]=[CH:9][C:10]([CH3:12])=[CH:11][C:6]=2[C:5]([OH:23])=[O:4])[C:15]2[CH:22]=[CH:21][CH:20]=[CH:19][C:16]1=2. The catalyst class is: 13. (3) Reactant: [CH3:1][C:2]1[CH:7]=[C:6]([N+:8]([O-])=O)[CH:5]=[CH:4][C:3]=1/[C:11](/[CH3:20])=[CH:12]/[C:13]([O:15][CH2:16][CH2:17][CH2:18][CH3:19])=[O:14].[Cl-].[NH4+].O1CCCC1.CO. Product: [CH3:1][C:2]1[CH:7]=[C:6]([NH2:8])[CH:5]=[CH:4][C:3]=1/[C:11](/[CH3:20])=[CH:12]/[C:13]([O:15][CH2:16][CH2:17][CH2:18][CH3:19])=[O:14]. The catalyst class is: 150.